This data is from Full USPTO retrosynthesis dataset with 1.9M reactions from patents (1976-2016). The task is: Predict the reactants needed to synthesize the given product. (1) Given the product [Br:31][C:14]1[CH:15]=[CH:16][C:17]2[C:18]3[N:19]([CH2:20][CH2:21][CH2:22][NH:23][C:24](=[O:30])[O:25][C:26]([CH3:28])([CH3:27])[CH3:29])[C:34]([CH2:33][Cl:32])=[N:8][C:9]=3[CH:10]=[N:11][C:12]=2[CH:13]=1, predict the reactants needed to synthesize it. The reactants are: C(N(CC)CC)C.[NH2:8][C:9]1[CH:10]=[N:11][C:12]2[C:17]([C:18]=1[NH:19][CH2:20][CH2:21][CH2:22][NH:23][C:24](=[O:30])[O:25][C:26]([CH3:29])([CH3:28])[CH3:27])=[CH:16][CH:15]=[C:14]([Br:31])[CH:13]=2.[Cl:32][CH2:33][C:34](Cl)=O. (2) Given the product [CH3:36][C:34]1[CH:35]=[C:30]([C:26]2[CH:25]=[C:24]([C:22]3[CH2:21][C:20](=[O:38])[NH:19][C:9]4[CH:10]=[C:11]([O:14][C:15]([F:18])([F:17])[F:16])[CH:12]=[CH:13][C:8]=4[N:7]=3)[CH:29]=[CH:28][CH:27]=2)[CH:31]=[C:32]([CH3:37])[N:33]=1, predict the reactants needed to synthesize it. The reactants are: C(OC(=O)[NH:7][C:8]1[CH:13]=[CH:12][C:11]([O:14][C:15]([F:18])([F:17])[F:16])=[CH:10][C:9]=1[NH:19][C:20](=[O:38])[CH2:21][C:22]([C:24]1[CH:29]=[CH:28][CH:27]=[C:26]([C:30]2[CH:35]=[C:34]([CH3:36])[N:33]=[C:32]([CH3:37])[CH:31]=2)[CH:25]=1)=O)(C)(C)C.C(O)(C(F)(F)F)=O. (3) The reactants are: [CH2:1]([N:8]1[CH2:13][CH2:12][CH:11]([N:14]2[CH2:19][CH2:18][CH:17]([NH:20]C(=O)OC(C)(C)C)[CH2:16][CH2:15]2)[CH2:10][CH2:9]1)[C:2]1[CH:7]=[CH:6][CH:5]=[CH:4][CH:3]=1.C(O)(C(F)(F)F)=O. Given the product [CH2:1]([N:8]1[CH2:9][CH2:10][CH:11]([N:14]2[CH2:19][CH2:18][CH:17]([NH2:20])[CH2:16][CH2:15]2)[CH2:12][CH2:13]1)[C:2]1[CH:7]=[CH:6][CH:5]=[CH:4][CH:3]=1, predict the reactants needed to synthesize it. (4) The reactants are: CS(O[CH2:6][CH2:7][O:8][C:9]1[C:17]2[C:12](=[N:13][CH:14]=[N:15][C:16]=2[NH:18][C:19]2[CH:24]=[CH:23][C:22]([O:25][CH2:26][C:27]3[CH:32]=[CH:31][CH:30]=[CH:29][N:28]=3)=[C:21]([CH2:33][CH3:34])[CH:20]=2)[NH:11][N:10]=1)(=O)=O.[NH:35]1[CH2:40][CH2:39][O:38][CH2:37][CH2:36]1. Given the product [CH2:33]([C:21]1[CH:20]=[C:19]([NH:18][C:16]2[N:15]=[CH:14][N:13]=[C:12]3[NH:11][N:10]=[C:9]([O:8][CH2:7][CH2:6][N:35]4[CH2:40][CH2:39][O:38][CH2:37][CH2:36]4)[C:17]=23)[CH:24]=[CH:23][C:22]=1[O:25][CH2:26][C:27]1[CH:32]=[CH:31][CH:30]=[CH:29][N:28]=1)[CH3:34], predict the reactants needed to synthesize it. (5) The reactants are: [C:1]([C:5]1[CH:9]=[C:8]([NH:10][C:11]([NH:13][C:14]2[C:23]3[C:18](=[CH:19][CH:20]=[CH:21][CH:22]=3)[C:17]([O:24][C:25]3[CH:30]=[CH:29][N:28]=[C:27](Cl)[N:26]=3)=[CH:16][CH:15]=2)=[O:12])[N:7]([C:32]2[CH:37]=[CH:36][CH:35]=[C:34]([CH2:38][P:39]([CH3:42])([CH3:41])=[O:40])[CH:33]=2)[N:6]=1)([CH3:4])([CH3:3])[CH3:2].[O:43]1[CH2:48][CH2:47][N:46]([CH2:49][CH2:50][O:51][C:52]2[CH:53]=[C:54]([CH:56]=[CH:57][CH:58]=2)[NH2:55])[CH2:45][CH2:44]1. Given the product [C:1]([C:5]1[CH:9]=[C:8]([NH:10][C:11]([NH:13][C:14]2[C:23]3[C:18](=[CH:19][CH:20]=[CH:21][CH:22]=3)[C:17]([O:24][C:25]3[CH:30]=[CH:29][N:28]=[C:27]([NH:55][C:54]4[CH:56]=[CH:57][CH:58]=[C:52]([O:51][CH2:50][CH2:49][N:46]5[CH2:45][CH2:44][O:43][CH2:48][CH2:47]5)[CH:53]=4)[N:26]=3)=[CH:16][CH:15]=2)=[O:12])[N:7]([C:32]2[CH:37]=[CH:36][CH:35]=[C:34]([CH2:38][P:39]([CH3:42])([CH3:41])=[O:40])[CH:33]=2)[N:6]=1)([CH3:4])([CH3:3])[CH3:2], predict the reactants needed to synthesize it. (6) Given the product [CH3:28][S:29]([C:12]1[C:13]([O:22][CH2:23][C:24]([F:27])([F:26])[F:25])=[N:14][CH:15]=[C:16]([CH:21]=1)[C:17]([O:19][CH3:20])=[O:18])(=[O:31])=[O:30], predict the reactants needed to synthesize it. The reactants are: N1CCC[C@H]1C(O)=O.[OH-].[Na+].Br[C:12]1[C:13]([O:22][CH2:23][C:24]([F:27])([F:26])[F:25])=[N:14][CH:15]=[C:16]([CH:21]=1)[C:17]([O:19][CH3:20])=[O:18].[CH3:28][S:29]([O-:31])=[O:30].[Na+]. (7) Given the product [F:20][C:21]([F:38])([F:39])[O:22][C:23]1[CH:24]=[CH:25][C:26]([O:29][C:30]2[CH:37]=[CH:36][C:33]([CH2:34][NH:35][C:11](=[O:13])[C:10]3[CH:14]=[CH:15][C:16]([CH3:18])=[N:17][C:9]=3[NH2:8])=[CH:32][CH:31]=2)=[CH:27][CH:28]=1, predict the reactants needed to synthesize it. The reactants are: C(N(CC)CC)C.[NH2:8][C:9]1[N:17]=[C:16]([CH3:18])[CH:15]=[CH:14][C:10]=1[C:11]([OH:13])=O.Cl.[F:20][C:21]([F:39])([F:38])[O:22][C:23]1[CH:28]=[CH:27][C:26]([O:29][C:30]2[CH:37]=[CH:36][C:33]([CH2:34][NH2:35])=[CH:32][CH:31]=2)=[CH:25][CH:24]=1.CN([P+](ON1N=NC2C=CC=CC1=2)(N(C)C)N(C)C)C.F[P-](F)(F)(F)(F)F. (8) Given the product [N+:14]([C:3]1[C:2]2[O:1][CH2:19][CH2:18][O:13][C:12]=2[CH:11]=[CH:10][C:4]=1[C:5]([O:7][CH2:8][CH3:9])=[O:6])([O-:16])=[O:15], predict the reactants needed to synthesize it. The reactants are: [OH:1][C:2]1[C:3]([N+:14]([O-:16])=[O:15])=[C:4]([CH:10]=[CH:11][C:12]=1[OH:13])[C:5]([O:7][CH2:8][CH3:9])=[O:6].Br[CH2:18][CH2:19]Br.C(=O)([O-])[O-].[K+].[K+]. (9) Given the product [Cl:3][C:4]1[CH:9]=[C:8]([C:10]([NH:12][C:13](=[N:15][C:16]2[CH:21]=[CH:20][C:19]([F:22])=[C:18]([F:23])[C:17]=2[F:24])[S:14][CH3:26])=[O:11])[CH:7]=[C:6]([Cl:25])[N:5]=1, predict the reactants needed to synthesize it. The reactants are: [H-].[Na+].[Cl:3][C:4]1[CH:9]=[C:8]([C:10]([NH:12][C:13]([NH:15][C:16]2[CH:21]=[CH:20][C:19]([F:22])=[C:18]([F:23])[C:17]=2[F:24])=[S:14])=[O:11])[CH:7]=[C:6]([Cl:25])[N:5]=1.[CH3:26]I. (10) The reactants are: Br[C:2]1[N:7]=[CH:6][CH:5]=[CH:4][N:3]=1.C(=O)([O-])[O-].[Na+].[Na+].[Br:14][C:15]1[CH:16]=[C:17](B(O)O)[C:18]([F:21])=[N:19][CH:20]=1. Given the product [Br:14][C:15]1[CH:16]=[C:17]([C:2]2[N:7]=[CH:6][CH:5]=[CH:4][N:3]=2)[C:18]([F:21])=[N:19][CH:20]=1, predict the reactants needed to synthesize it.